This data is from Reaction yield outcomes from USPTO patents with 853,638 reactions. The task is: Predict the reaction yield, written as a fraction of the theoretical maximum amount of product (1.0 means a 100% yield; for example, 0.34 means a 34% yield). (1) The reactants are [F:1][C:2]([F:20])([C:8]1[CH:13]=[CH:12][C:11]([O:14][CH3:15])=[CH:10][C:9]=1[C:16]([F:19])([F:18])[F:17])[C:3]([O:5]CC)=[O:4].O.[OH-].[Li+]. The catalyst is CO.O1CCCC1.O. The product is [F:1][C:2]([F:20])([C:8]1[CH:13]=[CH:12][C:11]([O:14][CH3:15])=[CH:10][C:9]=1[C:16]([F:17])([F:19])[F:18])[C:3]([OH:5])=[O:4]. The yield is 0.830. (2) The reactants are Cl.[NH2:2][C@H:3]([C:6]([NH2:8])=[O:7])[CH2:4][OH:5].[C:9]([O:20][C@H:21]([CH2:26][CH2:27][CH2:28][CH2:29][CH2:30][CH2:31][CH2:32][CH2:33][CH2:34][CH2:35][CH3:36])[CH2:22][C:23](O)=[O:24])(=[O:19])[CH2:10][CH2:11][CH2:12][CH2:13][CH2:14][CH2:15][CH2:16][CH2:17][CH3:18].CCOC1N(C(OCC)=O)C2C(=CC=CC=2)C=C1. The catalyst is C(Cl)Cl. The product is [C:9]([O:20][C@H:21]([CH2:26][CH2:27][CH2:28][CH2:29][CH2:30][CH2:31][CH2:32][CH2:33][CH2:34][CH2:35][CH3:36])[CH2:22][C:23]([NH:8][C:6](=[O:7])[C@H:3]([CH2:4][OH:5])[NH2:2])=[O:24])(=[O:19])[CH2:10][CH2:11][CH2:12][CH2:13][CH2:14][CH2:15][CH2:16][CH2:17][CH3:18]. The yield is 0.740. (3) The reactants are Cl[C:2]([O:4][CH2:5][C:6]1[CH:11]=[CH:10][CH:9]=[CH:8][CH:7]=1)=[O:3].O.[NH2:13][C:14]1([C:24]#[N:25])[CH2:23][CH2:22][C:17]2([O:21][CH2:20][CH2:19][O:18]2)[CH2:16][CH2:15]1.C([O-])([O-])=O.[Na+].[Na+].O. The catalyst is C(Cl)Cl.C(OCC)(=O)C.CCCCCC. The product is [C:24]([C:14]1([NH:13][C:2](=[O:3])[O:4][CH2:5][C:6]2[CH:11]=[CH:10][CH:9]=[CH:8][CH:7]=2)[CH2:23][CH2:22][C:17]2([O:18][CH2:19][CH2:20][O:21]2)[CH2:16][CH2:15]1)#[N:25]. The yield is 0.920. (4) The reactants are [CH3:1][O:2][CH2:3][CH:4]([N:6]1[C:10]2[N:11]=[CH:12][S:13][C:9]=2[C:8]([C:14]#N)=[C:7]1[CH3:16])[CH3:5].[OH-:17].[Na+].Cl.O1CCCC1.C[OH:26]. The catalyst is O. The product is [CH3:1][O:2][CH2:3][CH:4]([N:6]1[C:10]2[N:11]=[CH:12][S:13][C:9]=2[C:8]([C:14]([OH:26])=[O:17])=[C:7]1[CH3:16])[CH3:5]. The yield is 0.460. (5) The reactants are C[O:2][C:3]([C:5]1[S:6][C:7]([C:12]([F:15])([F:14])[F:13])=[CH:8][C:9]=1[O:10][CH3:11])=[O:4].[OH-].[K+]. The catalyst is O.CO. The product is [CH3:11][O:10][C:9]1[CH:8]=[C:7]([C:12]([F:14])([F:15])[F:13])[S:6][C:5]=1[C:3]([OH:4])=[O:2]. The yield is 0.870. (6) The reactants are [CH2:1]([O:3][C:4](=[O:19])/[CH:5]=[C:6](/[C:10]1[CH:15]=[C:14]([CH3:16])[CH:13]=[CH:12][C:11]=1[O:17][CH3:18])\[CH:7]([CH3:9])[CH3:8])[CH3:2]. The catalyst is CCO.[Pd]. The product is [CH3:18][O:17][C:11]1[CH:12]=[CH:13][C:14]([CH3:16])=[CH:15][C:10]=1[CH:6]([CH:7]([CH3:8])[CH3:9])[CH2:5][C:4]([O:3][CH2:1][CH3:2])=[O:19]. The yield is 0.610.